From a dataset of Reaction yield outcomes from USPTO patents with 853,638 reactions. Predict the reaction yield, written as a fraction of the theoretical maximum amount of product (1.0 means a 100% yield; for example, 0.34 means a 34% yield). (1) The reactants are [OH:1][C:2]1[C:3]([C:12]([O:14][CH2:15][CH2:16][CH3:17])=[O:13])=[CH:4][C:5]2[C:10]([CH:11]=1)=[CH:9][CH:8]=[CH:7][CH:6]=2.[CH2:18]([O:25][C:26]1[CH:35]=[C:34]2[C:29]([C:30](Cl)=[CH:31][CH:32]=[N:33]2)=[CH:28][C:27]=1[O:37][CH3:38])[C:19]1[CH:24]=[CH:23][CH:22]=[CH:21][CH:20]=1.O. The catalyst is CN(C)C1C=CN=CC=1.ClC1C=CC=CC=1Cl. The product is [CH2:18]([O:25][C:26]1[CH:35]=[C:34]2[C:29]([C:30]([O:1][C:2]3[C:3]([C:12]([O:14][CH2:15][CH2:16][CH3:17])=[O:13])=[CH:4][C:5]4[C:10]([CH:11]=3)=[CH:9][CH:8]=[CH:7][CH:6]=4)=[CH:31][CH:32]=[N:33]2)=[CH:28][C:27]=1[O:37][CH3:38])[C:19]1[CH:20]=[CH:21][CH:22]=[CH:23][CH:24]=1. The yield is 0.500. (2) The reactants are [Cl:1][C:2]1[CH:3]=[C:4]([CH:19]=[CH:20][C:21]=1[Cl:22])[CH2:5][C:6]1[N:7]=[C:8]([N:13]2[CH2:18][CH2:17][O:16][CH2:15][CH2:14]2)[S:9][C:10]=1[CH2:11]O.CC(C)(O)[C:25]#[N:26].N(C(N1CCCCC1)=O)=NC(N1CCCCC1)=O.C(P(CCCC)CCCC)CCC. The catalyst is C1COCC1. The product is [Cl:1][C:2]1[CH:3]=[C:4]([CH:19]=[CH:20][C:21]=1[Cl:22])[CH2:5][C:6]1[N:7]=[C:8]([N:13]2[CH2:18][CH2:17][O:16][CH2:15][CH2:14]2)[S:9][C:10]=1[CH2:11][C:25]#[N:26]. The yield is 0.450. (3) The reactants are [OH:1][CH2:2][CH2:3][NH:4][CH2:5][CH:6]1[CH2:11][C:10]2[CH:12]=[CH:13][C:14]([C:16]([F:19])([F:18])[F:17])=[CH:15][C:9]=2[S:8](=[O:21])(=[O:20])[NH:7]1.C(=O)([O-])[O-].[Na+].[Na+].Cl[C:29]([O:31][CH2:32][C:33]1[CH:38]=[CH:37][CH:36]=[CH:35][CH:34]=1)=[O:30].C(OCC)(=O)C. The catalyst is O1CCCC1. The product is [O:21]=[S:8]1(=[O:20])[C:9]2[CH:15]=[C:14]([C:16]([F:18])([F:17])[F:19])[CH:13]=[CH:12][C:10]=2[CH2:11][CH:6]([CH2:5][N:4]([CH2:3][CH2:2][OH:1])[C:29](=[O:30])[O:31][CH2:32][C:33]2[CH:38]=[CH:37][CH:36]=[CH:35][CH:34]=2)[NH:7]1. The yield is 0.510. (4) The reactants are [F:1][C:2]([F:21])([F:20])[C@@H:3]1[CH2:7][CH2:6][CH2:5][N:4]1[C:8]1[CH:13]=[CH:12][N:11]2[N:14]=[CH:15][C:16]([C:17]([OH:19])=O)=[C:10]2[N:9]=1.CN(C(ON1N=NC2C=CC=NC1=2)=[N+](C)C)C.F[P-](F)(F)(F)(F)F.CCN(C(C)C)C(C)C.[CH3:55][C:56]1[N:57]=[C:58]([NH2:62])[S:59][C:60]=1[CH3:61].[H-].[Na+]. The catalyst is C(Cl)Cl.C1COCC1. The product is [CH3:55][C:56]1[N:57]=[C:58]([NH:62][C:17]([C:16]2[CH:15]=[N:14][N:11]3[CH:12]=[CH:13][C:8]([N:4]4[CH2:5][CH2:6][CH2:7][C@H:3]4[C:2]([F:21])([F:20])[F:1])=[N:9][C:10]=23)=[O:19])[S:59][C:60]=1[CH3:61]. The yield is 0.230. (5) The reactants are Cl[C:2]1[C:11]([CH3:12])=[CH:10][C:9]2[C:4](=[CH:5][CH:6]=[C:7]([O:13][CH3:14])[CH:8]=2)[N:3]=1.[CH3:15][O:16][C:17]([C:19]1[CH:24]=[CH:23][C:22](B(O)O)=[CH:21][CH:20]=1)=[O:18].CN(C=O)C. The catalyst is O.C1C=CC(P(C2C=CC=CC=2)[C-]2C=CC=C2)=CC=1.C1C=CC(P(C2C=CC=CC=2)[C-]2C=CC=C2)=CC=1.Cl[Pd]Cl.[Fe+2]. The product is [CH3:14][O:13][C:7]1[CH:8]=[C:9]2[C:4](=[CH:5][CH:6]=1)[N:3]=[C:2]([C:22]1[CH:23]=[CH:24][C:19]([C:17]([O:16][CH3:15])=[O:18])=[CH:20][CH:21]=1)[C:11]([CH3:12])=[CH:10]2. The yield is 0.250. (6) The reactants are [F:1][C:2]1[CH:9]=[CH:8][C:5]([CH:6]=O)=[CH:4][CH:3]=1.[C:10]([O-:13])(=[O:12])[CH3:11].[NH4+:14].C(O)(=O)CC(O)=O. The catalyst is C(O)C. The product is [F:1][C:2]1[CH:9]=[CH:8][C:5]([CH:6]([CH2:11][C:10]([OH:13])=[O:12])[NH2:14])=[CH:4][CH:3]=1. The yield is 0.685.